From a dataset of Catalyst prediction with 721,799 reactions and 888 catalyst types from USPTO. Predict which catalyst facilitates the given reaction. (1) The catalyst class is: 1. Reactant: [H-].[Al+3].[Li+].[H-].[H-].[H-].[O:7]1[C@H:12]2[CH2:13][CH2:14][CH2:15][CH2:16][C@H:11]2[NH:10][C:9](=O)[CH2:8]1.O. Product: [O:7]1[C@H:12]2[CH2:13][CH2:14][CH2:15][CH2:16][C@H:11]2[NH:10][CH2:9][CH2:8]1. (2) Product: [CH:3]1([C:6]2[N:10]([CH3:11])[C:9]3[CH:12]=[C:13]([N:16]4[CH:21]=[CH:20][C:19]([O:22][CH2:25][C:26]5[CH:31]=[CH:30][CH:29]=[C:28]([F:32])[CH:27]=5)=[CH:18][C:17]4=[O:23])[CH:14]=[CH:15][C:8]=3[N:7]=2)[CH2:4][CH2:5]1. Reactant: [H-].[Na+].[CH:3]1([C:6]2[N:10]([CH3:11])[C:9]3[CH:12]=[C:13]([N:16]4[CH:21]=[CH:20][C:19]([OH:22])=[CH:18][C:17]4=[O:23])[CH:14]=[CH:15][C:8]=3[N:7]=2)[CH2:5][CH2:4]1.Br[CH2:25][C:26]1[CH:31]=[CH:30][CH:29]=[C:28]([F:32])[CH:27]=1. The catalyst class is: 1.